From a dataset of Reaction yield outcomes from USPTO patents with 853,638 reactions. Predict the reaction yield, written as a fraction of the theoretical maximum amount of product (1.0 means a 100% yield; for example, 0.34 means a 34% yield). (1) The reactants are [CH2:1]([O:3][C:4](=[O:15])[CH2:5][C:6]1[CH:11]=[CH:10][C:9]([N+:12]([O-])=O)=[CH:8][CH:7]=1)[CH3:2]. The catalyst is CO.[Pd]. The product is [CH2:1]([O:3][C:4](=[O:15])[CH2:5][C:6]1[CH:7]=[CH:8][C:9]([NH2:12])=[CH:10][CH:11]=1)[CH3:2]. The yield is 0.960. (2) The reactants are Cl.Cl.[CH:3]1([O:8][C:9]2[CH:10]=[C:11]([N:17]3[CH2:22][CH2:21][NH:20][C@@H:19]([CH2:23][N:24]4[CH2:28][CH2:27][CH2:26][CH2:25]4)[CH2:18]3)[CH:12]=[CH:13][C:14]=2[O:15][CH3:16])[CH2:7][CH2:6][CH2:5][CH2:4]1.C(N(CC)CC)C.[C:36](OC(=O)C)(=[O:38])[CH3:37].C([O-])(O)=O.[Na+]. The catalyst is C(Cl)Cl. The product is [CH:3]1([O:8][C:9]2[CH:10]=[C:11]([N:17]3[CH2:22][CH2:21][N:20]([C:36](=[O:38])[CH3:37])[C@@H:19]([CH2:23][N:24]4[CH2:25][CH2:26][CH2:27][CH2:28]4)[CH2:18]3)[CH:12]=[CH:13][C:14]=2[O:15][CH3:16])[CH2:7][CH2:6][CH2:5][CH2:4]1. The yield is 0.650. (3) The reactants are [CH2:1]([O:3][C:4](=[O:22])[C:5]1[CH:10]=[CH:9][CH:8]=[C:7]([C:11]2[C:20]3[C:15](=[CH:16][CH:17]=[C:18](Br)[CH:19]=3)[N:14]=[CH:13][N:12]=2)[CH:6]=1)[CH3:2].[CH3:23][O:24][C:25]1[CH:30]=[CH:29][C:28](B(O)O)=[CH:27][N:26]=1.COCCOC.C([O-])([O-])=O.[Na+].[Na+]. The catalyst is C(Cl)Cl.C1C=CC([P]([Pd]([P](C2C=CC=CC=2)(C2C=CC=CC=2)C2C=CC=CC=2)([P](C2C=CC=CC=2)(C2C=CC=CC=2)C2C=CC=CC=2)[P](C2C=CC=CC=2)(C2C=CC=CC=2)C2C=CC=CC=2)(C2C=CC=CC=2)C2C=CC=CC=2)=CC=1. The product is [CH2:1]([O:3][C:4](=[O:22])[C:5]1[CH:10]=[CH:9][CH:8]=[C:7]([C:11]2[C:20]3[C:15](=[CH:16][CH:17]=[C:18]([C:28]4[CH:27]=[N:26][C:25]([O:24][CH3:23])=[CH:30][CH:29]=4)[CH:19]=3)[N:14]=[CH:13][N:12]=2)[CH:6]=1)[CH3:2]. The yield is 0.880.